From a dataset of Forward reaction prediction with 1.9M reactions from USPTO patents (1976-2016). Predict the product of the given reaction. (1) Given the reactants [OH-].[Na+].FC(F)(F)C([NH:7][CH2:8][CH2:9][CH2:10][CH2:11][C@H:12]([NH:16][C:17]([O:19][C:20]([CH3:23])([CH3:22])[CH3:21])=[O:18])[C:13]([OH:15])=[O:14])=O.S(OOS([O-])(=O)=O)([O-])(=O)=O.[Na+].[Na+].S([O-])([O-])=O.[Na+].[Na+].Cl, predict the reaction product. The product is: [C:20]([O:19][C:17]([NH:16][C@@H:12]([CH2:11][CH2:10][CH2:9][C:8]#[N:7])[C:13]([OH:15])=[O:14])=[O:18])([CH3:23])([CH3:22])[CH3:21]. (2) Given the reactants [F:1][C:2]1[CH:7]=[CH:6][C:5]([CH:8]([C:12]2[CH:17]=[CH:16][C:15]([F:18])=[CH:14][CH:13]=2)[C:9]([OH:11])=O)=[CH:4][CH:3]=1.[NH2:19][CH2:20][CH2:21][CH2:22][N:23]1[CH2:28][CH2:27][CH:26]([C:29]2[CH:30]=[C:31]([NH:36][C:37](=[O:41])[CH:38]([CH3:40])[CH3:39])[CH:32]=[CH:33][C:34]=2[F:35])[CH2:25][CH2:24]1, predict the reaction product. The product is: [F:18][C:15]1[CH:16]=[CH:17][C:12]([CH:8]([C:5]2[CH:4]=[CH:3][C:2]([F:1])=[CH:7][CH:6]=2)[C:9]([NH:19][CH2:20][CH2:21][CH2:22][N:23]2[CH2:28][CH2:27][CH:26]([C:29]3[CH:30]=[C:31]([NH:36][C:37](=[O:41])[CH:38]([CH3:39])[CH3:40])[CH:32]=[CH:33][C:34]=3[F:35])[CH2:25][CH2:24]2)=[O:11])=[CH:13][CH:14]=1. (3) Given the reactants N[C:2]1[N:10]=[C:9]2[C:5]([N:6]=[CH:7][N:8]2[C@@H:11]2[O:23][C@H:22]([CH2:24][O:25][C:26](=[O:28])[CH3:27])[C@@H:17]([O:18][C:19](=[O:21])[CH3:20])[C@H:12]2[O:13][C:14](=[O:16])[CH3:15])=[C:4]([Cl:29])[N:3]=1.N(OC(C)(C)C)=[O:31], predict the reaction product. The product is: [Cl:29][C:4]1[N:3]=[C:2]([OH:31])[N:10]=[C:9]2[C:5]=1[N:6]=[CH:7][N:8]2[C@@H:11]1[O:23][C@H:22]([CH2:24][O:25][C:26](=[O:28])[CH3:27])[C@@H:17]([O:18][C:19](=[O:21])[CH3:20])[C@H:12]1[O:13][C:14](=[O:16])[CH3:15]. (4) Given the reactants [CH3:1][O:2][C:3]1[CH:4]=[C:5]([CH:8]=[C:9]([O:11][CH3:12])[CH:10]=1)[CH:6]=[O:7].[CH3:13][O:14][C:15]1[CH:16]=[C:17]([Mg]Cl)[CH:18]=[C:19]([O:21][CH3:22])[CH:20]=1, predict the reaction product. The product is: [CH3:12][O:11][C:9]1[CH:8]=[C:5]([CH:6]([C:17]2[CH:16]=[C:15]([O:14][CH3:13])[CH:20]=[C:19]([O:21][CH3:22])[CH:18]=2)[OH:7])[CH:4]=[C:3]([O:2][CH3:1])[CH:10]=1. (5) Given the reactants [C:1](#[N:3])[CH3:2].[Cl:4][C:5]1[C:6]([CH:23]([S:32]([C:35]2[CH:40]=[CH:39][C:38]([Cl:41])=[CH:37][CH:36]=2)(=[O:34])=[O:33])[C:24]2[CH:29]=[C:28]([F:30])[CH:27]=[CH:26][C:25]=2[F:31])=CC(NCC2C=CC(OC)=C(OC)C=2)=N[CH:10]=1.[N+:42]([O-])([O-])=O.[NH4+].[NH4+].[Ce+4].[N+]([O-])([O-])=O.[N+]([O-])([O-])=O.[N+]([O-])([O-])=O.[N+]([O-])([O-])=O.[N+]([O-])([O-])=O.C(=O)(O)[O-].[Na+], predict the reaction product. The product is: [Cl:4][C:5]1[C:6]([CH:23]([S:32]([C:35]2[CH:36]=[CH:37][C:38]([Cl:41])=[CH:39][CH:40]=2)(=[O:33])=[O:34])[C:24]2[CH:29]=[C:28]([F:30])[CH:27]=[CH:26][C:25]=2[F:31])=[CH:2][C:1]([NH2:42])=[N:3][CH:10]=1. (6) Given the reactants [CH:1]([C:4]1[CH:9]=[CH:8][CH:7]=[CH:6][C:5]=1[NH:10][C:11]([NH:13]/[N:14]=[CH:15]/[C:16]1[CH:17]=[C:18]2[C:37](=[CH:38][CH:39]=1)[C:22]1[N:23]=[CH:24][N:25]([C:26]3[CH:31]=[CH:30][C:29]([O:32][C:33]([F:36])([F:35])[F:34])=[CH:28][CH:27]=3)[C:21]=1[CH:20]=[CH:19]2)=[S:12])([CH3:3])[CH3:2].Br[CH2:41][C:42](OC)=[O:43], predict the reaction product. The product is: [CH:1]([C:4]1[CH:9]=[CH:8][CH:7]=[CH:6][C:5]=1[N:10]1[C:42](=[O:43])[CH2:41][S:12]/[C:11]/1=[N:13]/[N:14]=[CH:15]\[C:16]1[CH:17]=[C:18]2[C:37](=[CH:38][CH:39]=1)[C:22]1[N:23]=[CH:24][N:25]([C:26]3[CH:31]=[CH:30][C:29]([O:32][C:33]([F:35])([F:36])[F:34])=[CH:28][CH:27]=3)[C:21]=1[CH:20]=[CH:19]2)([CH3:3])[CH3:2]. (7) Given the reactants [CH:1](=O)[C:2]1[CH:7]=[CH:6][CH:5]=[CH:4][CH:3]=1.[CH3:9][CH2:10]O[Si](OCC)(OCC)CCCN.[C:23]([CH2:25][C:26]([O:28]CC)=O)#[N:24], predict the reaction product. The product is: [C:2]1([CH:1]=[C:25]([C:26](=[O:28])[CH2:9][CH3:10])[C:23]#[N:24])[CH:7]=[CH:6][CH:5]=[CH:4][CH:3]=1. (8) Given the reactants C[N:2](C)/[CH:3]=[CH:4]/[C:5]([C:7]1[C:12](=[O:13])[CH:11]=[CH:10][N:9]([C:14]2[CH:15]=[C:16]([NH:20][C:21](=[O:23])[CH3:22])[CH:17]=[CH:18][CH:19]=2)[N:8]=1)=O.[F:25][C:26]1[CH:31]=[CH:30][CH:29]=[CH:28][C:27]=1[NH:32]N, predict the reaction product. The product is: [F:25][C:26]1[CH:31]=[CH:30][CH:29]=[CH:28][C:27]=1[N:32]1[C:5]([C:7]2[C:12](=[O:13])[CH:11]=[CH:10][N:9]([C:14]3[CH:15]=[C:16]([NH:20][C:21](=[O:23])[CH3:22])[CH:17]=[CH:18][CH:19]=3)[N:8]=2)=[CH:4][CH:3]=[N:2]1. (9) The product is: [NH2:14][C:15]1[CH:20]=[CH:19][N:18]=[C:17]([C:21]2([C:24]#[N:25])[CH2:22][CH2:23]2)[CH:16]=1. Given the reactants C1(C(=[N:14][C:15]2[CH:20]=[CH:19][N:18]=[C:17]([C:21]3([C:24]#[N:25])[CH2:23][CH2:22]3)[CH:16]=2)C2C=CC=CC=2)C=CC=CC=1.Cl, predict the reaction product. (10) The product is: [CH2:27]([N:20]1[C:21]2[C:22](=[N:23][CH:24]=[CH:25][CH:26]=2)[C:18]([C:15]2[CH:14]=[CH:13][C:12]([C:10]([C:2]3[N:1]([CH3:31])[C:5]4[CH:6]=[CH:7][CH:8]=[CH:9][C:4]=4[N:3]=3)=[O:11])=[CH:17][CH:16]=2)=[N:19]1)[CH3:28]. Given the reactants [NH:1]1[C:5]2[CH:6]=[CH:7][CH:8]=[CH:9][C:4]=2[N:3]=[C:2]1[C:10]([C:12]1[CH:17]=[CH:16][C:15]([C:18]2[C:22]3=[N:23][CH:24]=[CH:25][CH:26]=[C:21]3[N:20]([CH2:27][CH3:28])[N:19]=2)=[CH:14][CH:13]=1)=[O:11].CI.[C:31]([O-])([O-])=O.[K+].[K+].O, predict the reaction product.